From a dataset of Full USPTO retrosynthesis dataset with 1.9M reactions from patents (1976-2016). Predict the reactants needed to synthesize the given product. (1) Given the product [NH2:23][C@H:18]1[C@H:19]([F:22])[CH2:20][O:21][C@H:15]([C:14]2[N:13]([CH3:31])[N:12]=[CH:11][C:10]=2[NH:9][C:7]([C:5]2[N:6]=[C:2]([C:36]3[CH:35]=[N:34][N:33]([CH3:32])[C:37]=3[CH3:38])[S:3][CH:4]=2)=[O:8])[CH2:16][CH2:17]1, predict the reactants needed to synthesize it. The reactants are: Br[C:2]1[S:3][CH:4]=[C:5]([C:7]([NH:9][C:10]2[CH:11]=[N:12][N:13]([CH3:31])[C:14]=2[C@H:15]2[O:21][CH2:20][C@@H:19]([F:22])[C@H:18]([NH:23]C(=O)OC(C)(C)C)[CH2:17][CH2:16]2)=[O:8])[N:6]=1.[CH3:32][N:33]1[C:37]([CH3:38])=[C:36](B2OC(C)(C)C(C)(C)O2)[CH:35]=[N:34]1. (2) Given the product [CH2:9]([O:16][C:17]([N:19]1[CH2:24][CH2:23][CH:22]([CH2:25][CH2:26][N:5]2[CH2:6][CH2:7][CH2:8][C@H:4]2[CH2:3][O:2][CH3:1])[CH2:21][CH2:20]1)=[O:18])[C:10]1[CH:11]=[CH:12][CH:13]=[CH:14][CH:15]=1, predict the reactants needed to synthesize it. The reactants are: [CH3:1][O:2][CH2:3][C@@H:4]1[CH2:8][CH2:7][CH2:6][NH:5]1.[CH2:9]([O:16][C:17]([N:19]1[CH2:24][CH2:23][CH:22]([CH2:25][CH2:26]Br)[CH2:21][CH2:20]1)=[O:18])[C:10]1[CH:15]=[CH:14][CH:13]=[CH:12][CH:11]=1.